Predict the reactants needed to synthesize the given product. From a dataset of Full USPTO retrosynthesis dataset with 1.9M reactions from patents (1976-2016). (1) Given the product [F:1][C:2]1[CH:3]=[C:4]([NH:18][C:30]([NH:29][C:27](=[O:28])[CH2:26][C:23]2[CH:24]=[CH:25][C:20]([F:19])=[CH:21][CH:22]=2)=[NH:33])[CH:5]=[CH:6][C:7]=1[O:8][C:9]1[C:14]2=[CH:15][CH:16]=[CH:17][N:13]2[N:12]=[CH:11][N:10]=1, predict the reactants needed to synthesize it. The reactants are: [F:1][C:2]1[CH:3]=[C:4]([NH2:18])[CH:5]=[CH:6][C:7]=1[O:8][C:9]1[C:14]2=[CH:15][CH:16]=[CH:17][N:13]2[N:12]=[CH:11][N:10]=1.[F:19][C:20]1[CH:25]=[CH:24][C:23]([CH2:26][C:27]([NH:29][C:30](=[NH:33])SC)=[O:28])=[CH:22][CH:21]=1.C(N(C(C)C)CC)(C)C. (2) The reactants are: [F:1][C:2]1[CH:7]=[C:6]([F:8])[CH:5]=[CH:4][C:3]=1[C:9]1[N:10]2[C:15]([CH:16]=[CH:17][CH:18]=1)=[C:14]([C:19]1[CH:20]=[C:21]([CH:25]=[CH:26][C:27]=1[F:28])[C:22](O)=[O:23])[C:13](=[O:29])[CH:12]=[CH:11]2.[CH2:30]([N:32](CC)CC)[CH3:31].C(OC(Cl)=O)C.[NH2:43]N. Given the product [F:1][C:2]1[CH:7]=[C:6]([F:8])[CH:5]=[CH:4][C:3]=1[C:9]1[N:10]2[C:15]([CH:16]=[CH:17][CH:18]=1)=[C:14]([C:19]1[CH:20]=[C:21]([C:22]3[O:23][C:30]([CH3:31])=[N:32][N:43]=3)[CH:25]=[CH:26][C:27]=1[F:28])[C:13](=[O:29])[CH:12]=[CH:11]2, predict the reactants needed to synthesize it.